Dataset: Forward reaction prediction with 1.9M reactions from USPTO patents (1976-2016). Task: Predict the product of the given reaction. (1) Given the reactants [F:1][C:2]1[CH:7]=[CH:6][C:5]([CH2:8][C:9]2[C:10]([N:16]3[CH2:22][C:21]4[CH:23]=[C:24]([C:27]5[CH:28]=[C:29]([NH2:34])[C:30]([NH2:33])=[N:31][CH:32]=5)[CH:25]=[CH:26][C:20]=4[O:19][CH2:18][CH2:17]3)=[N:11][CH:12]=[N:13][C:14]=2[CH3:15])=[CH:4][CH:3]=1.[CH3:35][O:36][C:37]([NH:39][C:40](=NC(OC)=O)SC)=[O:38], predict the reaction product. The product is: [CH3:35][O:36][C:37](=[O:38])[NH:39][C:40]1[NH:34][C:29]2[C:30]([N:33]=1)=[N:31][CH:32]=[C:27]([C:24]1[CH:25]=[CH:26][C:20]3[O:19][CH2:18][CH2:17][N:16]([C:10]4[C:9]([CH2:8][C:5]5[CH:4]=[CH:3][C:2]([F:1])=[CH:7][CH:6]=5)=[C:14]([CH3:15])[N:13]=[CH:12][N:11]=4)[CH2:22][C:21]=3[CH:23]=1)[CH:28]=2. (2) Given the reactants [CH3:1][O:2][CH2:3][C@@H:4]1[CH2:6][C@H:5]1B(O)O.[NH2:10][C:11]1[CH:18]=[CH:17][CH:16]=[C:15](Br)[C:12]=1[C:13]#[N:14], predict the reaction product. The product is: [NH2:10][C:11]1[CH:18]=[CH:17][CH:16]=[C:15]([C@@H:5]2[CH2:6][C@H:4]2[CH2:3][O:2][CH3:1])[C:12]=1[C:13]#[N:14]. (3) Given the reactants [F:1][C:2]1[CH:7]=[CH:6][C:5]([C:8]2[C:17]([N:18]3[CH2:22][CH2:21][CH2:20][C@H:19]3[CH3:23])=[N:16][C:15]3[C:10](=[CH:11][CH:12]=[C:13]([C:24]([O:26]C)=[O:25])[CH:14]=3)[N:9]=2)=[CH:4][CH:3]=1.[OH-].[Na+].Cl, predict the reaction product. The product is: [F:1][C:2]1[CH:7]=[CH:6][C:5]([C:8]2[C:17]([N:18]3[CH2:22][CH2:21][CH2:20][C@H:19]3[CH3:23])=[N:16][C:15]3[C:10](=[CH:11][CH:12]=[C:13]([C:24]([OH:26])=[O:25])[CH:14]=3)[N:9]=2)=[CH:4][CH:3]=1. (4) Given the reactants C([O:4][C@H:5]1[CH2:22][CH2:21][C@@:20]2([CH3:23])[C@@H:7]([CH2:8][CH2:9][C@:10]3([CH3:49])[C@@H:19]2[CH2:18][CH2:17][C@H:16]2[C@@:11]3([CH3:48])[CH2:12][CH2:13][C@@:14]3([C:30]([N:32]4[CH2:36][CH2:35][CH2:34][C@@H:33]4[C:37]4[O:41][N:40]=[C:39]([C:42]5[CH:47]=[CH:46][CH:45]=[CH:44][CH:43]=5)[N:38]=4)=[O:31])[CH2:26][CH2:25][C@@H:24]([C:27]([CH3:29])=[CH2:28])[C@@H:15]32)[C:6]1([CH3:51])[CH3:50])(=O)C.C(=O)([O-])[O-].[K+].[K+], predict the reaction product. The product is: [OH:4][C@H:5]1[CH2:22][CH2:21][C@@:20]2([CH3:23])[C@@H:7]([CH2:8][CH2:9][C@:10]3([CH3:49])[C@@H:19]2[CH2:18][CH2:17][C@H:16]2[C@@:11]3([CH3:48])[CH2:12][CH2:13][C@@:14]3([C:30]([N:32]4[CH2:36][CH2:35][CH2:34][C@@H:33]4[C:37]4[O:41][N:40]=[C:39]([C:42]5[CH:43]=[CH:44][CH:45]=[CH:46][CH:47]=5)[N:38]=4)=[O:31])[CH2:26][CH2:25][C@@H:24]([C:27]([CH3:29])=[CH2:28])[C@@H:15]32)[C:6]1([CH3:51])[CH3:50]. (5) The product is: [CH3:17][CH2:16][O:18][C:19]([CH:21]1[CH2:26][N:25]([C:9]([O:11][C:12]([CH3:13])([CH3:14])[CH3:15])=[O:10])[C:24]2[CH:27]=[C:28]([Cl:39])[C:29]([O:31][CH2:32][C:33]3[CH:38]=[CH:37][CH:36]=[CH:35][CH:34]=3)=[CH:30][C:23]=2[O:22]1)=[O:20]. Given the reactants [CH3:13][C:12]([O:11][C:9](O[C:9]([O:11][C:12]([CH3:15])([CH3:14])[CH3:13])=[O:10])=[O:10])([CH3:15])[CH3:14].[CH2:16]([O:18][C:19]([CH:21]1[CH2:26][NH:25][C:24]2[CH:27]=[C:28]([Cl:39])[C:29]([O:31][CH2:32][C:33]3[CH:38]=[CH:37][CH:36]=[CH:35][CH:34]=3)=[CH:30][C:23]=2[O:22]1)=[O:20])[CH3:17], predict the reaction product. (6) Given the reactants C(OC([NH:8][C@@H:9]([CH2:41][C:42]1[CH:47]=[CH:46][CH:45]=[CH:44][CH:43]=1)[CH2:10][C@@H:11]1[O:15]C(C)(C)[N:13]([C:18]([O:20][CH2:21][C:22]2[CH:27]=[CH:26][CH:25]=[CH:24][CH:23]=2)=[O:19])[C@H:12]1[CH2:28][C:29]1[CH:34]=[CH:33][C:32]([C:35]2[CH:36]=[N:37][CH:38]=[CH:39][CH:40]=2)=[CH:31][CH:30]=1)=O)(C)(C)C.Cl, predict the reaction product. The product is: [NH2:8][C@@H:9]([CH2:41][C:42]1[CH:43]=[CH:44][CH:45]=[CH:46][CH:47]=1)[CH2:10][C@H:11]([OH:15])[C@@H:12]([NH:13][C:18](=[O:19])[O:20][CH2:21][C:22]1[CH:23]=[CH:24][CH:25]=[CH:26][CH:27]=1)[CH2:28][C:29]1[CH:30]=[CH:31][C:32]([C:35]2[CH:36]=[N:37][CH:38]=[CH:39][CH:40]=2)=[CH:33][CH:34]=1. (7) The product is: [NH:36]1[C:15]2[C:24]3[CH:23]=[CH:22][CH:21]=[CH:20][C:19]=3[N:18]=[CH:17][C:16]=2[N:26]=[CH:35]1. Given the reactants [O-]S(C(F)(F)F)(=O)=O.S([O-])(=O)(=O)C.Cl[C:15]1[C:24]2[C:19](=[CH:20][CH:21]=[C:22](I)[CH:23]=2)[N:18]=[CH:17][C:16]=1[N+:26]([O-])=O.BrC1C=C2C(=CC=1)[N:36]=[CH:35]C([N+]([O-])=O)=C2Cl, predict the reaction product.